Dataset: Forward reaction prediction with 1.9M reactions from USPTO patents (1976-2016). Task: Predict the product of the given reaction. (1) Given the reactants CN(C=O)C.[NH2:6][C@@H:7]([CH:35]1[CH2:40][CH2:39][CH2:38][CH2:37][CH2:36]1)[C:8]([N:10]1[C@H:15]([C:16]([NH:18][C@H:19]2[C:28]3[C:23](=[CH:24][CH:25]=[CH:26][CH:27]=3)[O:22][CH2:21][CH2:20]2)=[O:17])[CH2:14][N:13]2[CH2:29][C@H:30]([O:32][CH2:33][CH3:34])[CH2:31][C@@H:12]2[CH2:11]1)=[O:9].C(N(CC)CC)C.Cl.CN(C)CCCN=C=NCC.N1(O)C2C=CC=CC=2N=N1.C(OC([NH:77][CH2:78][C:79](O)=[O:80])=O)(C)(C)C.C(O)(C(F)(F)F)=O, predict the reaction product. The product is: [CH:35]1([C@H:7]([NH:6][C:79](=[O:80])[CH2:78][NH2:77])[C:8]([N:10]2[C@H:15]([C:16]([NH:18][C@H:19]3[C:28]4[C:23](=[CH:24][CH:25]=[CH:26][CH:27]=4)[O:22][CH2:21][CH2:20]3)=[O:17])[CH2:14][N:13]3[CH2:29][C@H:30]([O:32][CH2:33][CH3:34])[CH2:31][C@@H:12]3[CH2:11]2)=[O:9])[CH2:36][CH2:37][CH2:38][CH2:39][CH2:40]1. (2) Given the reactants COCCOC.Cl[C:8]1[S:12][N:11]=[C:10]([S:13][CH3:14])[N:9]=1.[Cl:15][C:16]1[CH:21]=[CH:20][CH:19]=[CH:18][C:17]=1B(O)O.C(=O)([O-])[O-].[Na+].[Na+], predict the reaction product. The product is: [CH3:14][S:13][C:10]1[N:9]=[C:8]([C:18]2[CH:19]=[CH:20][CH:21]=[C:16]([Cl:15])[CH:17]=2)[S:12][N:11]=1. (3) Given the reactants Cl[CH2:2][C:3]([N:5]1[C:13]2[C:8](=[CH:9][C:10]([O:14][CH2:15][C:16]3[S:17][C:18]([C:27]([F:30])([F:29])[F:28])=[C:19]([C:21]4[CH:26]=[CH:25][CH:24]=[CH:23][CH:22]=4)[CH:20]=3)=[CH:11][CH:12]=2)[CH2:7][CH2:6]1)=[O:4].Cl.[CH3:32][O:33][C:34](=[O:39])[CH:35]([OH:38])[CH2:36][NH2:37].CCN(C(C)C)C(C)C, predict the reaction product. The product is: [CH3:32][O:33][C:34](=[O:39])[CH:35]([OH:38])[CH2:36][NH:37][CH2:2][C:3](=[O:4])[N:5]1[C:13]2[C:8](=[CH:9][C:10]([O:14][CH2:15][C:16]3[S:17][C:18]([C:27]([F:30])([F:29])[F:28])=[C:19]([C:21]4[CH:26]=[CH:25][CH:24]=[CH:23][CH:22]=4)[CH:20]=3)=[CH:11][CH:12]=2)[CH2:7][CH2:6]1. (4) Given the reactants [CH3:1][C:2]1[N:6]2[N:7]=[C:8]([C:11]#[C:12][C:13]3[N:17]=[C:16]([N:18]4[CH2:22][CH2:21][CH2:20][CH2:19]4)[N:15]([CH3:23])[N:14]=3)[CH:9]=[CH:10][C:5]2=[N:4][C:3]=1[C:24]([F:27])([F:26])[F:25].ClCCl, predict the reaction product. The product is: [CH3:1][C:2]1[N:6]2[N:7]=[C:8]([CH2:11][CH2:12][C:13]3[N:17]=[C:16]([N:18]4[CH2:19][CH2:20][CH2:21][CH2:22]4)[N:15]([CH3:23])[N:14]=3)[CH:9]=[CH:10][C:5]2=[N:4][C:3]=1[C:24]([F:27])([F:25])[F:26]. (5) The product is: [C:1]([O:8][CH2:20][CH2:21][CH2:22][CH3:23])(=[O:7])[CH2:2][CH2:3][C:4]([CH3:6])=[O:5]. Given the reactants [C:1]([OH:8])(=[O:7])[CH2:2][CH2:3][C:4]([CH3:6])=[O:5].C(O)=O.OS(C(F)(F)F)(=O)=O.[CH2:20]=[CH:21][CH2:22][CH3:23], predict the reaction product. (6) Given the reactants [N:1]1[CH:6]=[CH:5][CH:4]=[C:3]([CH2:7][NH:8][C:9]([C:11]2[S:15][C:14]([C:16]3[NH:17][N:18]=[CH:19][CH:20]=3)=[N:13][C:12]=2[CH3:21])=[O:10])[CH:2]=1.Br[CH2:23][C:24]1[CH:29]=[CH:28][C:27]([N:30]2[CH:34]=[N:33][CH:32]=[N:31]2)=[CH:26][CH:25]=1, predict the reaction product. The product is: [N:1]1[CH:6]=[CH:5][CH:4]=[C:3]([CH2:7][NH:8][C:9]([C:11]2[S:15][C:14]([C:16]3[CH:20]=[CH:19][N:18]([CH2:23][C:24]4[CH:25]=[CH:26][C:27]([N:30]5[CH:34]=[N:33][CH:32]=[N:31]5)=[CH:28][CH:29]=4)[N:17]=3)=[N:13][C:12]=2[CH3:21])=[O:10])[CH:2]=1. (7) Given the reactants [Br:1][C:2]1[C:7](=[O:8])[N:6]2[CH:9]=[CH:10][CH:11]=[CH:12][C:5]2=[N:4][C:3]=1[CH3:13].[CH3:14][O:15][C:16]1[C:17]([O:24][CH2:25][CH2:26][CH2:27][CH2:28][CH2:29][CH3:30])=[C:18]([CH:21]=[CH:22][CH:23]=1)[CH:19]=O.[O-]CC.[Na+], predict the reaction product. The product is: [Br:1][C:2]1[C:7](=[O:8])[N:6]2[CH:9]=[CH:10][CH:11]=[CH:12][C:5]2=[N:4][C:3]=1/[CH:13]=[CH:19]/[C:18]1[CH:21]=[CH:22][CH:23]=[C:16]([O:15][CH3:14])[C:17]=1[O:24][CH2:25][CH2:26][CH2:27][CH2:28][CH2:29][CH3:30]. (8) Given the reactants [C:1]([O:14]C)(=O)[CH2:2][CH2:3][CH2:4][CH2:5][CH2:6][CH2:7][CH2:8][CH2:9][CH2:10][CH2:11][CH3:12].[CH3:16][NH:17][CH3:18], predict the reaction product. The product is: [CH3:16][N-:17][CH3:18].[CH3:16][N:17]([CH3:18])[C:1](=[O:14])[CH2:2][CH2:3][CH2:4][CH2:5][CH2:6][CH2:7][CH2:8][CH2:9][CH2:10][CH2:11][CH3:12].